Dataset: Catalyst prediction with 721,799 reactions and 888 catalyst types from USPTO. Task: Predict which catalyst facilitates the given reaction. (1) Reactant: [CH2:1]([NH:8][C@@H:9]([CH2:12][C:13]1[CH:18]=[CH:17][C:16]([N+:19]([O-:21])=[O:20])=[CH:15][CH:14]=1)[CH2:10][OH:11])[C:2]1[CH:7]=[CH:6][CH:5]=[CH:4][CH:3]=1.[Cl:22][C:23]1[CH:24]=[C:25]([C@@H:29]2[CH2:31][O:30]2)[CH:26]=[CH:27][CH:28]=1. Product: [CH2:1]([N:8]([C@@H:9]([CH2:12][C:13]1[CH:14]=[CH:15][C:16]([N+:19]([O-:21])=[O:20])=[CH:17][CH:18]=1)[CH2:10][OH:11])[CH2:31][C@@H:29]([C:25]1[CH:26]=[CH:27][CH:28]=[C:23]([Cl:22])[CH:24]=1)[OH:30])[C:2]1[CH:3]=[CH:4][CH:5]=[CH:6][CH:7]=1. The catalyst class is: 8. (2) Reactant: [C:1](Cl)(=[O:3])[CH3:2].[CH2:5]([O:7][C:8]1[C:9]([C:16](O)=[O:17])=[N:10][C:11]([OH:15])=[N:12][C:13]=1[OH:14])[CH3:6]. Product: [CH2:1]([O:3][C:16]([C:9]1[C:8]([O:7][CH2:5][CH3:6])=[C:13]([OH:14])[N:12]=[C:11]([OH:15])[N:10]=1)=[O:17])[CH3:2]. The catalyst class is: 14.